From a dataset of Catalyst prediction with 721,799 reactions and 888 catalyst types from USPTO. Predict which catalyst facilitates the given reaction. (1) Reactant: [F:1][C:2]1[C:3]([N:9]=CN(C)C)=[N:4][C:5]([OH:8])=[N:6][CH:7]=1.[CH2:14]([N:19]=[C:20]=[O:21])[CH2:15][CH2:16][CH2:17][CH3:18]. Product: [NH2:9][C:3]1[C:2]([F:1])=[CH:7][N:6]([C:20]([NH:19][CH2:14][CH2:15][CH2:16][CH2:17][CH3:18])=[O:21])[C:5](=[O:8])[N:4]=1. The catalyst class is: 2. (2) Reactant: [O:1]1CCO[CH:2]1[C:6]1[O:7][CH:8]=[CH:9][C:10]=1[CH:11]=[O:12].C(O)=O.C([O-])(O)=O.[Na+].CCOC(C)=O. Product: [O:7]1[CH:8]=[CH:9][C:10]([CH:11]=[O:12])=[C:6]1[CH:2]=[O:1]. The catalyst class is: 6. (3) Product: [CH2:1]([O:3][C:4](=[O:16])[C:5]1[CH:13]=[C:12]([CH2:14][OH:15])[CH:11]=[C:7]([C:8]([N:18]([CH3:17])[CH2:19][CH2:20][CH3:21])=[O:10])[CH:6]=1)[CH3:2]. The catalyst class is: 139. Reactant: [CH2:1]([O:3][C:4](=[O:16])[C:5]1[CH:13]=[C:12]([CH2:14][OH:15])[CH:11]=[C:7]([C:8]([OH:10])=O)[CH:6]=1)[CH3:2].[CH3:17][NH:18][CH2:19][CH2:20][CH3:21].Cl.CN(C)CCCN=C=NCC.O.ON1C2C=CC=CC=2N=N1. (4) Product: [C:1]([C:5]1[CH:31]=[CH:30][CH:29]=[CH:28][C:6]=1[O:7][C:8]1[C:13]([NH:14][C:15]2[NH:16][C:17]3[CH:23]=[C:22]([CH2:24][OH:25])[CH:21]=[CH:20][C:18]=3[N:19]=2)=[CH:12][CH:11]=[CH:10][N:9]=1)([CH3:4])([CH3:2])[CH3:3]. The catalyst class is: 1. Reactant: [C:1]([C:5]1[CH:31]=[CH:30][CH:29]=[CH:28][C:6]=1[O:7][C:8]1[C:13]([NH:14][C:15]2[NH:16][C:17]3[CH:23]=[C:22]([C:24](OC)=[O:25])[CH:21]=[CH:20][C:18]=3[N:19]=2)=[CH:12][CH:11]=[CH:10][N:9]=1)([CH3:4])([CH3:3])[CH3:2].[H-].[H-].[H-].[H-].[Li+].[Al+3]. (5) Reactant: [CH:1]1([CH2:6][CH:7]([N:24]2[C:29](=[O:30])[CH:28]=[C:27]([O:31][C:32]3[C:37]([F:38])=[CH:36][CH:35]=[CH:34][C:33]=3[F:39])[CH:26]=[N:25]2)[C:8]([NH:10][C:11]2[CH:15]=[CH:14][N:13]([CH2:16][C@H:17]3[CH2:21][O:20]C(C)(C)[O:18]3)[N:12]=2)=[O:9])[CH2:5][CH2:4][CH2:3][CH2:2]1.O.C1(C)C=CC(S(O)(=O)=O)=CC=1. Product: [CH:1]1([CH2:6][CH:7]([N:24]2[C:29](=[O:30])[CH:28]=[C:27]([O:31][C:32]3[C:37]([F:38])=[CH:36][CH:35]=[CH:34][C:33]=3[F:39])[CH:26]=[N:25]2)[C:8]([NH:10][C:11]2[CH:15]=[CH:14][N:13]([CH2:16][C@H:17]([OH:18])[CH2:21][OH:20])[N:12]=2)=[O:9])[CH2:2][CH2:3][CH2:4][CH2:5]1. The catalyst class is: 5. (6) Reactant: Cl.[I:2][C:3]1[CH:4]=[C:5]([CH:8]=[CH:9][C:10]=1[CH3:11])[C:6]#[N:7].[CH2:12]([OH:14])[CH3:13].C(OCC)C. Product: [I:2][C:3]1[CH:4]=[C:5]([CH:8]=[CH:9][C:10]=1[CH3:11])[C:6](=[NH:7])[O:14][CH2:12][CH3:13]. The catalyst class is: 48. (7) Reactant: CS(C)=O.C(Cl)(=O)C(Cl)=O.[OH:11][CH2:12][CH:13]1[CH2:15][CH:14]1[C:16]1[C:24]2[C:19](=[CH:20][CH:21]=[C:22]([C:25]#[N:26])[CH:23]=2)[N:18]([S:27]([C:30]2[CH:35]=[CH:34][C:33]([CH3:36])=[CH:32][CH:31]=2)(=[O:29])=[O:28])[N:17]=1.CCN(CC)CC. Product: [CH:12]([CH:13]1[CH2:15][CH:14]1[C:16]1[C:24]2[C:19](=[CH:20][CH:21]=[C:22]([C:25]#[N:26])[CH:23]=2)[N:18]([S:27]([C:30]2[CH:31]=[CH:32][C:33]([CH3:36])=[CH:34][CH:35]=2)(=[O:28])=[O:29])[N:17]=1)=[O:11]. The catalyst class is: 34.